Predict the reaction yield, written as a fraction of the theoretical maximum amount of product (1.0 means a 100% yield; for example, 0.34 means a 34% yield). From a dataset of Reaction yield outcomes from USPTO patents with 853,638 reactions. The reactants are C([Li])CCC.Br[C:7]1[N:12]=[C:11]([CH3:13])[C:10]([O:14][CH3:15])=[C:9]([CH3:16])[CH:8]=1.[Br:17][C:18]1[CH:23]=[C:22](/[C:24](/[C:32]2[CH:37]=[CH:36][CH:35]=[C:34]([F:38])[C:33]=2[C:39]#[N:40])=[N:25]\S(C(C)(C)C)=O)[CH:21]=[CH:20][N:19]=1.Cl.C(OCC)C. The catalyst is C1COCC1.CO. The product is [Br:17][C:18]1[CH:23]=[C:22]([C:24]2([C:7]3[CH:8]=[C:9]([CH3:16])[C:10]([O:14][CH3:15])=[C:11]([CH3:13])[N:12]=3)[C:32]3[C:33](=[C:34]([F:38])[CH:35]=[CH:36][CH:37]=3)[C:39]([NH2:40])=[N:25]2)[CH:21]=[CH:20][N:19]=1. The yield is 0.970.